This data is from Full USPTO retrosynthesis dataset with 1.9M reactions from patents (1976-2016). The task is: Predict the reactants needed to synthesize the given product. (1) Given the product [Cl:18][C:19]1[CH:24]=[CH:23][C:22]([N:25]2[C:4](=[O:5])[C:6]3=[CH:7][NH:8][C:9]4[CH2:10][CH2:11][CH2:12][CH2:13][C:14]=4[C:15]3=[N:26]2)=[CH:21][CH:20]=1, predict the reactants needed to synthesize it. The reactants are: C(O[C:4]([C:6]1[CH:7]=[N:8][C:9]2[CH2:10][CH2:11][CH2:12][CH2:13][C:14]=2[C:15]=1Cl)=[O:5])C.Cl.[Cl:18][C:19]1[CH:24]=[CH:23][C:22]([NH:25][NH2:26])=[CH:21][CH:20]=1.CCN(CC)CC. (2) Given the product [NH2:1][C:2]1[C:3]2[CH:10]=[CH:9][N:8]([C@H:11]3[O:26][C@H:25]([CH2:27][OH:28])[C@@H:14]([OH:15])[C@@:12]3([CH2:38][OH:39])[OH:13])[C:4]=2[N:5]=[CH:6][N:7]=1, predict the reactants needed to synthesize it. The reactants are: [NH2:1][C:2]1[C:3]2[CH:10]=[CH:9][N:8]([C@@H:11]3[O:26][C@H:25]([CH2:27][O:28]CC4C=CC(Cl)=CC=4Cl)[C@@H:14]([O:15]CC4C=CC(Cl)=CC=4Cl)[C@@:12]3([CH2:38][OH:39])[OH:13])[C:4]=2[N:5]=[CH:6][N:7]=1. (3) Given the product [CH2:25]([S:28]([O:24][C:20]1[CH:21]=[CH:22][CH:23]=[C:18]([C:8]2([C:4]3[CH:5]=[CH:6][CH:7]=[C:2]([Br:1])[CH:3]=3)[C:12]3=[N:13][CH2:14][CH2:15][CH2:16][N:11]3[C:10](=[S:17])[NH:9]2)[CH:19]=1)(=[O:30])=[O:29])[CH2:26][CH3:27], predict the reactants needed to synthesize it. The reactants are: [Br:1][C:2]1[CH:3]=[C:4]([C:8]2([C:18]3[CH:23]=[CH:22][CH:21]=[C:20]([OH:24])[CH:19]=3)[C:12]3=[N:13][CH2:14][CH2:15][CH2:16][N:11]3[C:10](=[S:17])[NH:9]2)[CH:5]=[CH:6][CH:7]=1.[CH2:25]([S:28](Cl)(=[O:30])=[O:29])[CH2:26][CH3:27]. (4) Given the product [C:1]([O:5][C:6](=[O:27])[NH:7][C:8]1[CH:13]=[CH:12][CH:11]=[C:10]([CH2:14][CH2:15][C:16]2[CH:21]=[C:20]([NH2:22])[CH:19]=[CH:18][C:17]=2[O:25][CH3:26])[CH:9]=1)([CH3:4])([CH3:3])[CH3:2], predict the reactants needed to synthesize it. The reactants are: [C:1]([O:5][C:6](=[O:27])[NH:7][C:8]1[CH:13]=[CH:12][CH:11]=[C:10]([C:14]#[C:15][C:16]2[CH:21]=[C:20]([N+:22]([O-])=O)[CH:19]=[CH:18][C:17]=2[O:25][CH3:26])[CH:9]=1)([CH3:4])([CH3:3])[CH3:2]. (5) Given the product [CH3:17][O:18][CH:19]1[CH2:24][CH2:23][N:22]([C:2]2[N:7]=[CH:6][C:5]([C:8]3[CH:9]=[C:10]([CH2:14][OH:15])[CH:11]=[CH:12][CH:13]=3)=[CH:4][N:3]=2)[CH2:21][CH2:20]1, predict the reactants needed to synthesize it. The reactants are: Cl[C:2]1[N:7]=[CH:6][C:5]([C:8]2[CH:9]=[C:10]([CH2:14][OH:15])[CH:11]=[CH:12][CH:13]=2)=[CH:4][N:3]=1.Cl.[CH3:17][O:18][CH:19]1[CH2:24][CH2:23][NH:22][CH2:21][CH2:20]1.C(=O)([O-])[O-].[K+].[K+]. (6) Given the product [F:1][C:2]1[CH:16]=[CH:15][C:5]2[N:6]=[N:7][N:8]([CH2:11][C:12]([NH:25][C@H:23]([C:20]3[CH:21]=[CH:22][C:17]([CH3:26])=[CH:18][CH:19]=3)[CH3:24])=[O:14])[C:9](=[O:10])[C:4]=2[CH:3]=1, predict the reactants needed to synthesize it. The reactants are: [F:1][C:2]1[CH:16]=[CH:15][C:5]2[N:6]=[N:7][N:8]([CH2:11][C:12]([OH:14])=O)[C:9](=[O:10])[C:4]=2[CH:3]=1.[C:17]1([CH3:26])[CH:22]=[CH:21][C:20]([C@@H:23]([NH2:25])[CH3:24])=[CH:19][CH:18]=1.